Dataset: NCI-60 drug combinations with 297,098 pairs across 59 cell lines. Task: Regression. Given two drug SMILES strings and cell line genomic features, predict the synergy score measuring deviation from expected non-interaction effect. (1) Drug 1: CCCS(=O)(=O)NC1=C(C(=C(C=C1)F)C(=O)C2=CNC3=C2C=C(C=N3)C4=CC=C(C=C4)Cl)F. Drug 2: C(=O)(N)NO. Cell line: SW-620. Synergy scores: CSS=-11.9, Synergy_ZIP=5.83, Synergy_Bliss=1.35, Synergy_Loewe=-16.8, Synergy_HSA=-16.6. (2) Drug 1: C1=CC=C(C(=C1)C(C2=CC=C(C=C2)Cl)C(Cl)Cl)Cl. Drug 2: CCC1(C2=C(COC1=O)C(=O)N3CC4=CC5=C(C=CC(=C5CN(C)C)O)N=C4C3=C2)O.Cl. Cell line: SW-620. Synergy scores: CSS=32.7, Synergy_ZIP=6.11, Synergy_Bliss=3.96, Synergy_Loewe=-29.6, Synergy_HSA=0.112. (3) Drug 1: CCC1(CC2CC(C3=C(CCN(C2)C1)C4=CC=CC=C4N3)(C5=C(C=C6C(=C5)C78CCN9C7C(C=CC9)(C(C(C8N6C)(C(=O)OC)O)OC(=O)C)CC)OC)C(=O)OC)O.OS(=O)(=O)O. Drug 2: C1=CN(C=N1)CC(O)(P(=O)(O)O)P(=O)(O)O. Cell line: OVCAR-8. Synergy scores: CSS=4.18, Synergy_ZIP=-1.13, Synergy_Bliss=0.502, Synergy_Loewe=1.93, Synergy_HSA=0.218. (4) Drug 1: C1CN(CCN1C(=O)CCBr)C(=O)CCBr. Drug 2: B(C(CC(C)C)NC(=O)C(CC1=CC=CC=C1)NC(=O)C2=NC=CN=C2)(O)O. Cell line: BT-549. Synergy scores: CSS=43.9, Synergy_ZIP=-1.30, Synergy_Bliss=3.06, Synergy_Loewe=-40.0, Synergy_HSA=0.613. (5) Drug 1: CNC(=O)C1=CC=CC=C1SC2=CC3=C(C=C2)C(=NN3)C=CC4=CC=CC=N4. Drug 2: CN(C)N=NC1=C(NC=N1)C(=O)N. Cell line: HCT-15. Synergy scores: CSS=10.3, Synergy_ZIP=0.289, Synergy_Bliss=1.65, Synergy_Loewe=-2.30, Synergy_HSA=-0.866. (6) Drug 1: CCC(=C(C1=CC=CC=C1)C2=CC=C(C=C2)OCCN(C)C)C3=CC=CC=C3.C(C(=O)O)C(CC(=O)O)(C(=O)O)O. Drug 2: CC1C(C(CC(O1)OC2CC(CC3=C2C(=C4C(=C3O)C(=O)C5=C(C4=O)C(=CC=C5)OC)O)(C(=O)CO)O)N)O.Cl. Cell line: OVCAR-4. Synergy scores: CSS=28.6, Synergy_ZIP=0.127, Synergy_Bliss=0.938, Synergy_Loewe=-1.39, Synergy_HSA=2.95. (7) Drug 1: C1=CC(=CC=C1CCCC(=O)O)N(CCCl)CCCl. Drug 2: CC=C1C(=O)NC(C(=O)OC2CC(=O)NC(C(=O)NC(CSSCCC=C2)C(=O)N1)C(C)C)C(C)C. Cell line: SK-MEL-2. Synergy scores: CSS=60.0, Synergy_ZIP=-5.17, Synergy_Bliss=-10.7, Synergy_Loewe=-45.7, Synergy_HSA=-8.70.